From a dataset of Forward reaction prediction with 1.9M reactions from USPTO patents (1976-2016). Predict the product of the given reaction. Given the reactants [F:1][C:2]([F:11])([F:10])[C:3]1[CH:4]=[C:5]([OH:9])[CH:6]=[CH:7][CH:8]=1.[H-].[Na+].Cl[C:15]1[C:20]([Cl:21])=[CH:19][C:18]([N+:22]([O-:24])=[O:23])=[CH:17][N:16]=1.O, predict the reaction product. The product is: [Cl:21][C:20]1[C:15]([O:9][C:5]2[CH:6]=[CH:7][CH:8]=[C:3]([C:2]([F:10])([F:11])[F:1])[CH:4]=2)=[N:16][CH:17]=[C:18]([N+:22]([O-:24])=[O:23])[CH:19]=1.